From a dataset of Reaction yield outcomes from USPTO patents with 853,638 reactions. Predict the reaction yield, written as a fraction of the theoretical maximum amount of product (1.0 means a 100% yield; for example, 0.34 means a 34% yield). The reactants are [Cl:1][C:2]1[C:10]([N:11]2[C:15](=[O:16])[N:14]([CH3:17])[N:13]=[N:12]2)=[C:9]([Cl:18])[CH:8]=[CH:7][C:3]=1[C:4](Cl)=[O:5].[C:19]1(=[O:26])[CH2:24][CH2:23][CH2:22][C:21](=[O:25])[CH2:20]1.C(N(CC)CC)C. The catalyst is ClCCl. The product is [Cl:1][C:2]1[C:10]([N:11]2[C:15](=[O:16])[N:14]([CH3:17])[N:13]=[N:12]2)=[C:9]([Cl:18])[CH:8]=[CH:7][C:3]=1[C:4]([CH:20]1[C:21](=[O:25])[CH2:22][CH2:23][CH2:24][C:19]1=[O:26])=[O:5]. The yield is 0.510.